Dataset: Forward reaction prediction with 1.9M reactions from USPTO patents (1976-2016). Task: Predict the product of the given reaction. (1) Given the reactants [NH2:1][C:2]1[N:6]([C:7]2[C:12]([Cl:13])=[CH:11][C:10]([C:14]([F:17])([F:16])[F:15])=[CH:9][C:8]=2[Cl:18])[N:5]=[C:4]([C:19]#[N:20])[CH:3]=1.C(OCC)(=O)C.O.[F:28][C:29]([F:37])([F:36])[C:30]([C:32]([F:35])([F:34])[F:33])=[O:31].O.O.[F:28][C:29]([F:37])([F:36])[C:30]([C:32]([F:35])([F:34])[F:33])=[O:31], predict the reaction product. The product is: [NH2:1][C:2]1[N:6]([C:7]2[C:8]([Cl:18])=[CH:9][C:10]([C:14]([F:16])([F:15])[F:17])=[CH:11][C:12]=2[Cl:13])[N:5]=[C:4]([C:19]#[N:20])[C:3]=1[C:30]([OH:31])([C:32]([F:35])([F:34])[F:33])[C:29]([F:37])([F:36])[F:28]. (2) Given the reactants C1[CH:6]([CH2:7][CH:8]2CC[CH:11]([N:14]=C=O)[CH2:10][CH2:9]2)[CH2:5][CH2:4]C(N=C=O)C1.C1(N=C=O)CCCCC1, predict the reaction product. The product is: [CH2:11]([NH2:14])[CH2:10][CH2:9][CH2:8][CH2:7][CH2:6][CH2:5][CH3:4]. (3) Given the reactants Br[C:2]1[C:3](=[O:16])[C:4]([CH3:15])([CH3:14])[O:5][C:6]=1[C:7]1[CH:12]=[CH:11][C:10]([Cl:13])=[CH:9][CH:8]=1.CC1(C)C(C)(C)OB([C:25]2[CH:42]=[CH:41][C:28]([O:29][CH2:30][C:31]3[CH:40]=[CH:39][C:38]4[C:33](=[CH:34][CH:35]=[CH:36][CH:37]=4)[N:32]=3)=[CH:27][CH:26]=2)O1.C([O-])([O-])=O.[Cs+].[Cs+], predict the reaction product. The product is: [Cl:13][C:10]1[CH:11]=[CH:12][C:7]([C:6]2[O:5][C:4]([CH3:15])([CH3:14])[C:3](=[O:16])[C:2]=2[C:25]2[CH:26]=[CH:27][C:28]([O:29][CH2:30][C:31]3[CH:40]=[CH:39][C:38]4[C:33](=[CH:34][CH:35]=[CH:36][CH:37]=4)[N:32]=3)=[CH:41][CH:42]=2)=[CH:8][CH:9]=1. (4) Given the reactants [C:1]([NH:4][CH2:5][CH:6]([NH:14]C(=O)OC(C)(C)C)[C:7]1[CH:12]=[CH:11][C:10]([Cl:13])=[CH:9][CH:8]=1)(=[O:3])[CH3:2].FC(F)(F)C(O)=O, predict the reaction product. The product is: [NH2:14][CH:6]([C:7]1[CH:8]=[CH:9][C:10]([Cl:13])=[CH:11][CH:12]=1)[CH2:5][NH:4][C:1](=[O:3])[CH3:2]. (5) Given the reactants C(OC([N:8]1[C:16]2[C:11](=[CH:12][CH:13]=[CH:14][CH:15]=2)[C:10]([CH3:17])=[CH:9]1)=O)(C)(C)C.[CH:18]([O-:20])=O.[NH4+], predict the reaction product. The product is: [O:20]([C:14]1[CH:15]=[C:16]2[C:11]([CH2:10][CH2:17][CH2:9][NH:8]2)=[CH:12][CH:13]=1)[C:18]1[CH:13]=[CH:12][CH:11]=[CH:10][CH:9]=1. (6) Given the reactants Br[C:2]1[CH:3]=[C:4]([CH:9]=[CH:10][C:11]=1[CH3:12])[C:5]([O:7][CH3:8])=[O:6].[CH3:13][N:14](C)C=O, predict the reaction product. The product is: [C:13]([C:2]1[CH:3]=[C:4]([CH:9]=[CH:10][C:11]=1[CH3:12])[C:5]([O:7][CH3:8])=[O:6])#[N:14]. (7) Given the reactants [C:1]([C:3]1[CH:4]=[C:5]([C:13]([O:15]C(C)C)=[O:14])[CH:6]=[N:7][C:8]=1[O:9][CH:10]([CH3:12])[CH3:11])#[N:2].[OH-].[Na+], predict the reaction product. The product is: [C:1]([C:3]1[CH:4]=[C:5]([C:13]([OH:15])=[O:14])[CH:6]=[N:7][C:8]=1[O:9][CH:10]([CH3:12])[CH3:11])#[N:2].